This data is from Forward reaction prediction with 1.9M reactions from USPTO patents (1976-2016). The task is: Predict the product of the given reaction. (1) The product is: [F:1][C:2]1[C:11]2=[CH:12][C:13]([F:15])=[CH:14][C:9]3=[C:10]2[C:4](=[N:5][NH:6][C:7]2[C:8]3=[CH:16][N:17]([CH3:26])[CH2:18][C:19]=2[C:20]2[CH2:21][CH2:22][N:23]([CH2:35][C:36]([N:38]([CH3:40])[CH3:39])=[O:37])[CH2:24][CH:25]=2)[CH:3]=1. Given the reactants [F:1][C:2]1[C:11]2=[CH:12][C:13]([F:15])=[CH:14][C:9]3=[C:10]2[C:4](=[N:5][NH:6][C:7]2[C:8]3=[CH:16][N:17]([CH3:26])[CH2:18][C:19]=2[C:20]2[CH2:21][CH2:22][NH:23][CH2:24][CH:25]=2)[CH:3]=1.C(N(CC)CC)C.Cl[CH2:35][C:36]([N:38]([CH3:40])[CH3:39])=[O:37], predict the reaction product. (2) Given the reactants [OH:1][C:2]1[C:7]([N+:8]([O-:10])=[O:9])=[C:6]([OH:11])[CH:5]=[CH:4][N:3]=1.[H-].[Na+].[CH2:14](Br)[C:15]1[CH:20]=[CH:19][CH:18]=[CH:17][CH:16]=1.O, predict the reaction product. The product is: [CH2:14]([N:3]1[CH:4]=[CH:5][C:6]([O:11][CH2:14][C:15]2[CH:20]=[CH:19][CH:18]=[CH:17][CH:16]=2)=[C:7]([N+:8]([O-:10])=[O:9])[C:2]1=[O:1])[C:15]1[CH:20]=[CH:19][CH:18]=[CH:17][CH:16]=1. (3) Given the reactants [F:1][C:2]1[CH:3]=[C:4]([C:8]#[C:9][C:10]2[CH:24]=[CH:23][N:13]3[C:14](=[O:22])[C:15]([C:18]([O:20]C)=[O:19])=[CH:16][N:17]=[C:12]3[CH:11]=2)[CH:5]=[CH:6][CH:7]=1.[OH-].[Na+].Cl, predict the reaction product. The product is: [F:1][C:2]1[CH:3]=[C:4]([C:8]#[C:9][C:10]2[CH:24]=[CH:23][N:13]3[C:14](=[O:22])[C:15]([C:18]([OH:20])=[O:19])=[CH:16][N:17]=[C:12]3[CH:11]=2)[CH:5]=[CH:6][CH:7]=1.